Dataset: Full USPTO retrosynthesis dataset with 1.9M reactions from patents (1976-2016). Task: Predict the reactants needed to synthesize the given product. Given the product [CH2:23]([N:22]([CH3:21])[C:2]1[N:7]([CH3:8])[C:6](=[O:9])[N:5]([CH3:10])[C:4](=[O:11])[C:3]=1[CH:12]=[O:13])[CH:24]=[CH2:25], predict the reactants needed to synthesize it. The reactants are: Cl[C:2]1[N:7]([CH3:8])[C:6](=[O:9])[N:5]([CH3:10])[C:4](=[O:11])[C:3]=1[CH:12]=[O:13].C(N(CC)CC)C.[CH3:21][NH:22][CH2:23][CH:24]=[CH2:25].